Dataset: Full USPTO retrosynthesis dataset with 1.9M reactions from patents (1976-2016). Task: Predict the reactants needed to synthesize the given product. (1) Given the product [N:3]1[CH:4]=[CH:5][C:6]([O:9][CH:10]([C:12]2[CH:13]=[CH:14][C:15]([C:16]([OH:18])=[O:17])=[CH:20][CH:21]=2)[CH3:11])=[CH:7][CH:8]=1, predict the reactants needed to synthesize it. The reactants are: CO.[N:3]1[CH:8]=[CH:7][C:6]([O:9][CH:10]([C:12]2[CH:21]=[CH:20][C:15]([C:16]([O:18]C)=[O:17])=[CH:14][CH:13]=2)[CH3:11])=[CH:5][CH:4]=1.[OH-].[Li+].Cl. (2) Given the product [C:38]([NH:37][C:34]1[S:35][CH:36]=[C:32]([CH2:31][CH2:30][C:27]2[CH:28]=[CH:29][C:24]([CH2:23][NH:22][C:1]([NH:15][NH:14][C:13]([O:17][C:18]([CH3:21])([CH3:20])[CH3:19])=[O:16])=[O:2])=[CH:25][CH:26]=2)[N:33]=1)(=[O:40])[CH3:39], predict the reactants needed to synthesize it. The reactants are: [C:1](N1C=CN=C1)(N1C=CN=C1)=[O:2].[C:13]([O:17][C:18]([CH3:21])([CH3:20])[CH3:19])(=[O:16])[NH:14][NH2:15].[NH2:22][CH2:23][C:24]1[CH:29]=[CH:28][C:27]([CH2:30][CH2:31][C:32]2[N:33]=[C:34]([NH:37][C:38](=[O:40])[CH3:39])[S:35][CH:36]=2)=[CH:26][CH:25]=1. (3) Given the product [CH3:37][C:32]1[CH:31]=[C:30]([C:13]2([C:9]3[CH:10]=[CH:11][CH:12]=[C:7]([C:44]4[CH:45]=[N:40][CH:41]=[N:42][CH:43]=4)[CH:8]=3)[C:21]3[C:16](=[N:17][CH:18]=[CH:19][CH:20]=3)[C:15]([NH2:22])=[N:14]2)[CH:35]=[C:34]([CH3:36])[N:33]=1, predict the reactants needed to synthesize it. The reactants are: FC(F)(F)S(O[C:7]1[CH:12]=[CH:11][CH:10]=[C:9]([C:13]2([C:30]3[CH:35]=[C:34]([CH3:36])[N:33]=[C:32]([CH3:37])[CH:31]=3)[C:21]3[C:16](=[N:17][CH:18]=[CH:19][CH:20]=3)[C:15]([NH:22]C(OC(C)(C)C)=O)=[N:14]2)[CH:8]=1)(=O)=O.[N:40]1[CH:45]=[C:44](B(O)O)[CH:43]=[N:42][CH:41]=1.